Dataset: Full USPTO retrosynthesis dataset with 1.9M reactions from patents (1976-2016). Task: Predict the reactants needed to synthesize the given product. (1) Given the product [CH:1]1([NH:7][C:8]([C:10]2[C:11]([OH:23])=[C:12]([C:27]([NH:28][CH2:50][C:49]([OH:52])=[O:51])=[O:41])[C:13](=[O:22])[N:14]([C:16]3[CH:17]=[N:18][CH:19]=[CH:20][CH:21]=3)[CH:15]=2)=[O:9])[CH2:6][CH2:5][CH2:4][CH2:3][CH2:2]1, predict the reactants needed to synthesize it. The reactants are: [CH:1]1([NH:7][C:8]([C:10]2[C:11]([OH:23])=[CH:12][C:13](=[O:22])[N:14]([C:16]3[CH:17]=[N:18][CH:19]=[CH:20][CH:21]=3)[CH:15]=2)=[O:9])[CH2:6][CH2:5][CH2:4][CH2:3][CH2:2]1.OC1C(C(OC)=O)=C[N:28](C2C=NC=CC=2)[C:27](=[O:41])C=1.C1(N)CCCCC1.[C:49]([O:52]CC)(=[O:51])[CH3:50]. (2) Given the product [CH3:1][NH:2][CH2:3][CH2:4][C@H:5]([O:11][C:12]1[CH:13]=[CH:14][CH:15]=[C:16]2[CH:21]=[CH:20][CH:19]=[CH:18][C:17]=12)[C:6]1[S:10][CH:9]=[CH:8][CH:7]=1.[ClH:22], predict the reactants needed to synthesize it. The reactants are: [CH3:1][NH:2][CH2:3][CH2:4][C@H:5]([O:11][C:12]1[CH:13]=[CH:14][CH:15]=[C:16]2[CH:21]=[CH:20][CH:19]=[CH:18][C:17]=12)[C:6]1[S:10][CH:9]=[CH:8][CH:7]=1.[ClH:22].C(C(C)=O)C. (3) Given the product [CH2:1]([O:8][CH2:9][C:10]1[C:19]2[C:14](=[CH:15][C:16]([O:20][CH3:21])=[CH:17][CH:18]=2)[C:13]([Cl:25])=[N:12][N:11]=1)[C:2]1[CH:7]=[CH:6][CH:5]=[CH:4][CH:3]=1, predict the reactants needed to synthesize it. The reactants are: [CH2:1]([O:8][CH2:9][C:10]1[C:19]2[C:14](=[CH:15][C:16]([O:20][CH3:21])=[CH:17][CH:18]=2)[C:13](=O)[NH:12][N:11]=1)[C:2]1[CH:7]=[CH:6][CH:5]=[CH:4][CH:3]=1.P(Cl)(Cl)([Cl:25])=O.